The task is: Regression. Given two drug SMILES strings and cell line genomic features, predict the synergy score measuring deviation from expected non-interaction effect.. This data is from NCI-60 drug combinations with 297,098 pairs across 59 cell lines. Drug 1: CC12CCC3C(C1CCC2=O)CC(=C)C4=CC(=O)C=CC34C. Drug 2: CC(C)(C#N)C1=CC(=CC(=C1)CN2C=NC=N2)C(C)(C)C#N. Cell line: M14. Synergy scores: CSS=41.1, Synergy_ZIP=2.28, Synergy_Bliss=3.47, Synergy_Loewe=3.12, Synergy_HSA=2.60.